Dataset: Peptide-MHC class II binding affinity with 134,281 pairs from IEDB. Task: Regression. Given a peptide amino acid sequence and an MHC pseudo amino acid sequence, predict their binding affinity value. This is MHC class II binding data. (1) The peptide sequence is TCAKSMSLFEVDQTKKK. The MHC is HLA-DQA10501-DQB10303 with pseudo-sequence HLA-DQA10501-DQB10303. The binding affinity (normalized) is 0.396. (2) The peptide sequence is WKRMEVGQQAVEVWQ. The MHC is DRB1_0802 with pseudo-sequence DRB1_0802. The binding affinity (normalized) is 0.544. (3) The peptide sequence is NLYKLHGGHVSCRVK. The MHC is HLA-DQA10501-DQB10303 with pseudo-sequence HLA-DQA10501-DQB10303. The binding affinity (normalized) is 0.444. (4) The peptide sequence is LQSLGAEIAVEQAAL. The MHC is HLA-DQA10102-DQB10502 with pseudo-sequence HLA-DQA10102-DQB10502. The binding affinity (normalized) is 0.747.